From a dataset of Forward reaction prediction with 1.9M reactions from USPTO patents (1976-2016). Predict the product of the given reaction. (1) The product is: [CH2:6]([O:8][C:9](=[O:20])[CH:10]([N:12]1[CH2:17][CH2:16][CH2:15][CH:14]([NH:18][C:2]([O:4][CH3:5])=[O:3])[C:13]1=[O:19])[CH3:11])[CH3:7]. Given the reactants Cl[C:2]([O:4][CH3:5])=[O:3].[CH2:6]([O:8][C:9](=[O:20])[CH:10]([N:12]1[CH2:17][CH2:16][CH2:15][CH:14]([NH2:18])[C:13]1=[O:19])[CH3:11])[CH3:7].CN1CCOCC1, predict the reaction product. (2) Given the reactants [CH2:1]([N:3]1[CH2:8][CH2:7][N:6]2[N:9]=[C:10]([NH2:12])[CH:11]=[C:5]2[CH2:4]1)[CH3:2].Br[C:14]1[C:15](=[O:22])[N:16]([CH3:21])[CH:17]=[C:18]([Br:20])[CH:19]=1.C(=O)([O-])[O-].[Cs+].[Cs+].CC1(C)C2C(=C(P(C3C=CC=CC=3)C3C=CC=CC=3)C=CC=2)OC2C(P(C3C=CC=CC=3)C3C=CC=CC=3)=CC=CC1=2, predict the reaction product. The product is: [Br:20][C:18]1[CH:19]=[C:14]([NH:12][C:10]2[CH:11]=[C:5]3[CH2:4][N:3]([CH2:1][CH3:2])[CH2:8][CH2:7][N:6]3[N:9]=2)[C:15](=[O:22])[N:16]([CH3:21])[CH:17]=1. (3) The product is: [CH2:1]([O:3][C:4]1[C:8]([CH2:9][CH2:10][CH2:11][O:12][C:26]2[CH:27]=[C:28]([O:30][CH3:31])[CH:29]=[CH:24][C:25]=2[CH2:32][C:33]([OH:35])=[O:34])=[CH:7][N:6]([C:13]2[CH:18]=[CH:17][C:16]([C:19]([F:21])([F:20])[F:22])=[CH:15][N:14]=2)[N:5]=1)[CH3:2]. Given the reactants [CH2:1]([O:3][C:4]1[C:8]([CH2:9][CH2:10][CH2:11][OH:12])=[CH:7][N:6]([C:13]2[CH:18]=[CH:17][C:16]([C:19]([F:22])([F:21])[F:20])=[CH:15][N:14]=2)[N:5]=1)[CH3:2].O[C:24]1[CH:29]=[C:28]([O:30][CH3:31])[CH:27]=[CH:26][C:25]=1[CH2:32][C:33]([O:35]C)=[O:34].C(P(CCCC)CCCC)CCC.N(C(N1CCCCC1)=O)=NC(N1CCCCC1)=O, predict the reaction product.